This data is from Reaction yield outcomes from USPTO patents with 853,638 reactions. The task is: Predict the reaction yield, written as a fraction of the theoretical maximum amount of product (1.0 means a 100% yield; for example, 0.34 means a 34% yield). (1) The reactants are [CH2:1]([NH:3][C:4]1[CH:9]=[CH:8][C:7]([C:10]([O:19][Si:20]([CH2:25][CH3:26])([CH2:23][CH3:24])[CH2:21][CH3:22])([C:15]([F:18])([F:17])[F:16])[C:11]([F:14])([F:13])[F:12])=[CH:6][CH:5]=1)[CH3:2].[C:27]1([CH:33]2[CH2:35][O:34]2)[CH:32]=[CH:31][CH:30]=[CH:29][CH:28]=1.Cl([O-])(=O)(=O)=O.[Li+].[NH4+].[Cl-]. The catalyst is C(#N)C.CCOCC. The product is [CH2:1]([N:3]([C:4]1[CH:5]=[CH:6][C:7]([C:10]([O:19][Si:20]([CH2:21][CH3:22])([CH2:25][CH3:26])[CH2:23][CH3:24])([C:15]([F:16])([F:17])[F:18])[C:11]([F:12])([F:13])[F:14])=[CH:8][CH:9]=1)[CH:33]([C:27]1[CH:32]=[CH:31][CH:30]=[CH:29][CH:28]=1)[CH2:35][OH:34])[CH3:2]. The yield is 0.660. (2) The reactants are Cl[C:2]1[N:7]=[C:6]([NH:8][C:9]2[CH:18]=[CH:17][CH:16]=[CH:15][C:10]=2[C:11](NC)=[O:12])[C:5]([Cl:19])=[CH:4][N:3]=1.Cl.Cl.[CH3:22][O:23][C:24]1[CH:30]=[C:29]([N:31]2[CH2:36][CH2:35][O:34][CH2:33][CH2:32]2)[CH:28]=[CH:27][C:25]=1[NH2:26].Cl.C([O-])(O)=[O:39].[Na+]. The catalyst is C(O)(=O)C. The product is [Cl:19][C:5]1[C:6]([NH:8][C:9]2[CH:18]=[CH:17][CH:16]=[CH:15][C:10]=2[C:11]([OH:12])=[O:39])=[N:7][C:2]([NH:26][C:25]2[CH:27]=[CH:28][C:29]([N:31]3[CH2:36][CH2:35][O:34][CH2:33][CH2:32]3)=[CH:30][C:24]=2[O:23][CH3:22])=[N:3][CH:4]=1. The yield is 0.630.